Dataset: Forward reaction prediction with 1.9M reactions from USPTO patents (1976-2016). Task: Predict the product of the given reaction. (1) The product is: [F:24][C:11]([F:10])([F:23])[O:12][C:13]1[CH:22]=[CH:21][C:16]2[N:17]=[C:18]([N:20]=[C:1]([NH2:4])[CH3:2])[S:19][C:15]=2[CH:14]=1. Given the reactants [C:1]([NH2:4])(=O)[CH3:2].O=P(Cl)(Cl)Cl.[F:10][C:11]([F:24])([F:23])[O:12][C:13]1[CH:22]=[CH:21][C:16]2[N:17]=[C:18]([NH2:20])[S:19][C:15]=2[CH:14]=1.[OH-].[Na+], predict the reaction product. (2) Given the reactants [F:1][C:2]1[CH:7]=[CH:6][C:5]([F:8])=[CH:4][CH:3]=1.C([Li])CCC.[N+:14]([C:17]1[CH:24]=[CH:23][C:22]([Cl:25])=[CH:21][C:18]=1[CH:19]=[O:20])([O-:16])=[O:15].[Cl-].[NH4+], predict the reaction product. The product is: [N+:14]([C:17]1[CH:24]=[CH:23][C:22]([Cl:25])=[CH:21][C:18]=1[CH:19]([C:6]1[CH:7]=[C:2]([F:1])[CH:3]=[CH:4][C:5]=1[F:8])[OH:20])([O-:16])=[O:15]. (3) Given the reactants [F:1][C:2]1[CH:7]=[C:6]([CH3:8])[C:5]([S:9]([CH2:11][C:12]([F:15])([F:14])[F:13])=O)=[CH:4][C:3]=1[N:16]1[C:20](C=O)=[CH:19][C:18]([O:23][CH2:24][C:25]([F:31])([F:30])[C:26]([F:29])([F:28])[F:27])=[N:17]1.[C:32]([O-])(=O)C.[Na+].[Cl-].[OH:38][NH3+:39], predict the reaction product. The product is: [F:1][C:2]1[CH:7]=[C:6]([CH3:8])[C:5]([S:9][CH2:11][C:12]([F:13])([F:15])[F:14])=[CH:4][C:3]=1[N:16]1[C:20](=[N:39][OH:38])[C:19](=[CH2:32])[C:18]([O:23][CH2:24][C:25]([F:31])([F:30])[C:26]([F:29])([F:28])[F:27])=[N:17]1. (4) Given the reactants [CH3:1][C:2]1[CH:6]=[C:5]([N:7]2[CH2:11][CH2:10][N:9]([CH2:12][C:13]3[CH:18]=[CH:17]C(C(F)(F)F)=CC=3)[C:8]2=[O:23])[S:4][C:3]=1[C:24]([O:26]CC)=[O:25].C1(CN2CCN(C3SC(C(OCC)=O)=C(C)C=3)C2=O)CC1, predict the reaction product. The product is: [CH:13]1([CH2:12][N:9]2[CH2:10][CH2:11][N:7]([C:5]3[S:4][C:3]([C:24]([OH:26])=[O:25])=[C:2]([CH3:1])[CH:6]=3)[C:8]2=[O:23])[CH2:18][CH2:17]1.